This data is from Full USPTO retrosynthesis dataset with 1.9M reactions from patents (1976-2016). The task is: Predict the reactants needed to synthesize the given product. Given the product [OH:1][NH:2][C:3](=[O:22])[CH2:4][CH2:5][CH2:6][CH2:7][CH2:8][CH2:9][CH:10]([OH:21])[C:11]1[CH:20]=[CH:19][C:18]2[C:13](=[CH:14][CH:15]=[CH:16][CH:17]=2)[CH:12]=1, predict the reactants needed to synthesize it. The reactants are: [OH:1][NH:2][C:3](=[O:22])[CH:4]=[CH:5][CH2:6][CH2:7][CH2:8][CH2:9][CH:10]([OH:21])[C:11]1[CH:20]=[CH:19][C:18]2[C:13](=[CH:14][CH:15]=[CH:16][CH:17]=2)[CH:12]=1.[BH4-].[Na+].